Dataset: Catalyst prediction with 721,799 reactions and 888 catalyst types from USPTO. Task: Predict which catalyst facilitates the given reaction. Reactant: [Br:1][C:2]1[CH:3]=[C:4]([CH:9]=[C:10]([CH2:12]O)[CH:11]=1)[C:5]([O:7][CH3:8])=[O:6].N1C=CC=CC=1.CS([Cl:24])(=O)=O. Product: [Br:1][C:2]1[CH:3]=[C:4]([CH:9]=[C:10]([CH2:12][Cl:24])[CH:11]=1)[C:5]([O:7][CH3:8])=[O:6]. The catalyst class is: 1.